From a dataset of Forward reaction prediction with 1.9M reactions from USPTO patents (1976-2016). Predict the product of the given reaction. (1) Given the reactants [CH3:1][O:2][C:3]1[CH:8]=[CH:7][C:6]([C:9]2[S:13][C:12]([NH2:14])=[N:11][CH:10]=2)=[CH:5][CH:4]=1.[N:15]1([C:20](N2C=CN=C2)=[S:21])[CH:19]=[CH:18][N:17]=[CH:16]1, predict the reaction product. The product is: [CH3:1][O:2][C:3]1[CH:4]=[CH:5][C:6]([C:9]2[S:13][C:12]([NH:14][C:20]([N:15]3[CH:19]=[CH:18][N:17]=[CH:16]3)=[S:21])=[N:11][CH:10]=2)=[CH:7][CH:8]=1. (2) Given the reactants [N:1]1([CH:14]2[CH2:19][CH2:18][C:17](=O)[CH2:16][CH2:15]2)[C:12]2=[C:13]3[C:8](=[CH:9][CH:10]=[CH:11]2)[CH:7]=[N:6][CH:5]=[C:4]3[CH2:3][CH2:2]1.[NH2:21][CH2:22][CH2:23][CH2:24][CH2:25][CH2:26][OH:27], predict the reaction product. The product is: [N:1]1([CH:14]2[CH2:15][CH2:16][CH:17]([NH:21][CH2:22][CH2:23][CH2:24][CH2:25][CH2:26][OH:27])[CH2:18][CH2:19]2)[C:12]2=[C:13]3[C:8](=[CH:9][CH:10]=[CH:11]2)[CH:7]=[N:6][CH:5]=[C:4]3[CH2:3][CH2:2]1. (3) Given the reactants [C:1]([Si:5]([O:8][C:9]1[CH:14]=[C:13]([CH2:15][CH3:16])[CH:12]=[CH:11][C:10]=1[F:17])([CH3:7])[CH3:6])([CH3:4])([CH3:3])[CH3:2].CN(CCN(CCN(C)C)C)C.C([Li])CCC.CN([CH:38]=[O:39])C, predict the reaction product. The product is: [Si:5]([O:8][C:9]1[C:10]([F:17])=[C:11]([CH:12]=[C:13]([CH2:15][CH3:16])[CH:14]=1)[CH:38]=[O:39])([C:1]([CH3:4])([CH3:3])[CH3:2])([CH3:7])[CH3:6]. (4) Given the reactants Cl.[NH2:2][OH:3].C([O-])(=O)C.[Na+].[NH2:9][C:10]1[N:11]=[C:12]([C:21]2[CH:26]=[C:25]([O:27][CH2:28][CH2:29][N:30]([CH2:33][CH3:34])[CH2:31][CH3:32])[C:24]([Cl:35])=[CH:23][C:22]=2[Cl:36])[C:13]2[CH:18]=[C:17]([C:19]#[N:20])[S:16][C:14]=2[N:15]=1.O, predict the reaction product. The product is: [NH2:9][C:10]1[N:11]=[C:12]([C:21]2[CH:26]=[C:25]([O:27][CH2:28][CH2:29][N:30]([CH2:31][CH3:32])[CH2:33][CH3:34])[C:24]([Cl:35])=[CH:23][C:22]=2[Cl:36])[C:13]2[CH:18]=[C:17]([C:19]([NH:2][OH:3])=[NH:20])[S:16][C:14]=2[N:15]=1. (5) Given the reactants [C:1]([O:5][C:6]([NH:8][CH2:9][C@H:10]1[CH2:15][CH2:14][C@H:13]([C:16]([NH:18][C@H:19]([C:38](=[O:51])[NH:39][C:40]2[CH:45]=[CH:44][C:43]([C:46]3[N:47]=[N:48][NH:49][N:50]=3)=[CH:42][CH:41]=2)[CH2:20][C:21]2[CH:26]=[CH:25][C:24]([C:27]3[C:32]([CH3:33])=[C:31]([CH3:34])[CH:30]=[C:29]([C:35]([OH:37])=O)[CH:28]=3)=[CH:23][CH:22]=2)=[O:17])[CH2:12][CH2:11]1)=[O:7])([CH3:4])([CH3:3])[CH3:2].[NH2:52][CH:53]1[CH2:58][CH2:57][N:56]([CH3:59])[CH2:55][CH2:54]1.C(N(CC)C(C)C)(C)C.F[P-](F)(F)(F)(F)F.CN(C(N(C)C)=[N+]1C2C(=NC=CC=2)[N+]([O-])=N1)C, predict the reaction product. The product is: [CH3:33][C:32]1[C:31]([CH3:34])=[CH:30][C:29]([C:35](=[O:37])[NH:52][CH:53]2[CH2:58][CH2:57][N:56]([CH3:59])[CH2:55][CH2:54]2)=[CH:28][C:27]=1[C:24]1[CH:23]=[CH:22][C:21]([CH2:20][C@H:19]([NH:18][C:16]([C@H:13]2[CH2:12][CH2:11][C@H:10]([CH2:9][NH:8][C:6](=[O:7])[O:5][C:1]([CH3:4])([CH3:3])[CH3:2])[CH2:15][CH2:14]2)=[O:17])[C:38](=[O:51])[NH:39][C:40]2[CH:41]=[CH:42][C:43]([C:46]3[N:47]=[N:48][NH:49][N:50]=3)=[CH:44][CH:45]=2)=[CH:26][CH:25]=1. (6) The product is: [NH2:1][C:2]1[C:10]2[C:5](=[CH:6][CH:7]=[C:8]([C:11]3[O:15][C:14]([C:16]([O:18][CH2:19][CH3:20])=[O:17])=[CH:13][CH:12]=3)[CH:9]=2)[NH:4][N:3]=1. Given the reactants [NH2:1][C:2]1[C:10]2[C:5](=[CH:6][CH:7]=[C:8]([C:11]3[O:15][C:14]([C:16]([OH:18])=[O:17])=[CH:13][CH:12]=3)[CH:9]=2)[NH:4][N:3]=1.[C:19]1(C)C=CC(S(O)(=O)=O)=C[CH:20]=1, predict the reaction product. (7) The product is: [Br:35][C:32]1[N:33]=[CH:34][C:29]([NH:28][C:8](=[O:10])[C@@H:7]([C:11]2[CH:16]=[CH:15][C:14]([S:17]([CH3:20])(=[O:19])=[O:18])=[C:13]([CH3:21])[CH:12]=2)[CH2:6][CH:1]2[CH2:2][CH2:3][CH2:4][CH2:5]2)=[N:30][CH:31]=1. Given the reactants [CH:1]1([CH2:6][C@H:7]([C:11]2[CH:16]=[CH:15][C:14]([S:17]([CH3:20])(=[O:19])=[O:18])=[C:13]([CH3:21])[CH:12]=2)[C:8]([OH:10])=O)[CH2:5][CH2:4][CH2:3][CH2:2]1.C(Cl)(=O)C(Cl)=O.[NH2:28][C:29]1[CH:34]=[N:33][C:32]([Br:35])=[CH:31][N:30]=1.N1C=CC=CC=1, predict the reaction product.